This data is from Full USPTO retrosynthesis dataset with 1.9M reactions from patents (1976-2016). The task is: Predict the reactants needed to synthesize the given product. (1) The reactants are: [Cl:1][C:2]1[C:7]([C:8]([N:10]([CH2:27][CH2:28][OH:29])[C:11]2[CH:12]=[C:13]3[C:17](=[CH:18][CH:19]=2)[N:16]([C:20]2[CH:21]=[N:22][C:23]([CH3:26])=[N:24][CH:25]=2)[CH:15]=[CH:14]3)=[O:9])=[C:6](Cl)[N:5]=[CH:4][N:3]=1.C(N(CC)CC)C. Given the product [Cl:1][C:2]1[C:7]2[C:8](=[O:9])[N:10]([C:11]3[CH:12]=[C:13]4[C:17](=[CH:18][CH:19]=3)[N:16]([C:20]3[CH:21]=[N:22][C:23]([CH3:26])=[N:24][CH:25]=3)[CH:15]=[CH:14]4)[CH2:27][CH2:28][O:29][C:6]=2[N:5]=[CH:4][N:3]=1, predict the reactants needed to synthesize it. (2) Given the product [OH:2][C:3]1[C:4]([C:18](=[O:20])[CH3:19])=[CH:5][S:6][C:7]=1[C:8]1[CH:17]=[CH:16][C:15]2[CH2:14][CH2:13][CH2:12][CH2:11][C:10]=2[CH:9]=1, predict the reactants needed to synthesize it. The reactants are: C[O:2][C:3]1[C:4]([C:18](=[O:20])[CH3:19])=[CH:5][S:6][C:7]=1[C:8]1[CH:17]=[CH:16][C:15]2[CH2:14][CH2:13][CH2:12][CH2:11][C:10]=2[CH:9]=1.B(Br)(Br)Br.